This data is from Full USPTO retrosynthesis dataset with 1.9M reactions from patents (1976-2016). The task is: Predict the reactants needed to synthesize the given product. (1) Given the product [CH3:38][O:37][C:34]1[CH:33]=[CH:32][C:31]([CH2:30][N:8]([CH2:7][C:6]2[CH:5]=[CH:4][C:3]([O:2][CH3:1])=[CH:40][CH:39]=2)[C:9]2[N:10]=[CH:11][C:12]([C:15]3[C:16]4[CH2:29][CH2:28][N:27]([C:42]5[CH:43]=[C:44]([CH2:48][C:49]([N:51]6[CH2:52][CH2:53][N:54]([CH2:57][CH3:58])[CH2:55][CH2:56]6)=[O:50])[CH:45]=[CH:46][CH:47]=5)[C:17]=4[N:18]=[C:19]([N:21]4[CH2:26][CH2:25][O:24][CH2:23][CH2:22]4)[N:20]=3)=[CH:13][N:14]=2)=[CH:36][CH:35]=1, predict the reactants needed to synthesize it. The reactants are: [CH3:1][O:2][C:3]1[CH:40]=[CH:39][C:6]([CH2:7][N:8]([CH2:30][C:31]2[CH:36]=[CH:35][C:34]([O:37][CH3:38])=[CH:33][CH:32]=2)[C:9]2[N:14]=[CH:13][C:12]([C:15]3[C:16]4[CH2:29][CH2:28][NH:27][C:17]=4[N:18]=[C:19]([N:21]4[CH2:26][CH2:25][O:24][CH2:23][CH2:22]4)[N:20]=3)=[CH:11][N:10]=2)=[CH:5][CH:4]=1.Br[C:42]1[CH:43]=[C:44]([CH2:48][C:49]([N:51]2[CH2:56][CH2:55][N:54]([CH2:57][CH3:58])[CH2:53][CH2:52]2)=[O:50])[CH:45]=[CH:46][CH:47]=1. (2) Given the product [NH2:8][C:9]1[C:14]2[C:15]3[CH:21]=[CH:20][C:19]([C:22]4[CH:27]=[CH:26][C:25]([C:28]([F:29])([F:31])[F:30])=[CH:24][CH:23]=4)=[CH:18][C:16]=3[S:17][C:13]=2[C:12]([C:32]([NH2:33])=[O:36])=[CH:11][N:10]=1, predict the reactants needed to synthesize it. The reactants are: COC1C=CC(C[NH:8][C:9]2[C:14]3[C:15]4[CH:21]=[CH:20][C:19]([C:22]5[CH:27]=[CH:26][C:25]([C:28]([F:31])([F:30])[F:29])=[CH:24][CH:23]=5)=[CH:18][C:16]=4[S:17][C:13]=3[C:12]([C:32]#[N:33])=[CH:11][N:10]=2)=CC=1.[OH:36]S(O)(=O)=O.C([O-])(O)=O.[Na+].[Na+].[Cl-]. (3) Given the product [F:11][C:2]([F:1])([F:10])[C:3]1[CH:4]=[C:5]([I:12])[C:6]([NH2:9])=[N:7][CH:8]=1, predict the reactants needed to synthesize it. The reactants are: [F:1][C:2]([F:11])([F:10])[C:3]1[CH:4]=[CH:5][C:6]([NH2:9])=[N:7][CH:8]=1.[I:12]I. (4) Given the product [NH2:9][CH2:7][CH2:6][C:4]1[CH:5]=[CH:18][C:19]([OH:21])=[CH:2][CH:3]=1, predict the reactants needed to synthesize it. The reactants are: C[CH2:2][CH2:3][CH:4]([C:6]1(CC)C(=O)NC(=O)[NH:9][C:7]1=O)[CH3:5].Cl[C:18](Cl)(Cl)[CH:19]([OH:21])O.C1C([C@@H](O)[C@H](NC(C(Cl)Cl)=O)CO)=CC=C([N+]([O-])=O)C=1. (5) Given the product [CH3:26][O:25][CH2:24][CH2:23][O:22][C:20]1[CH:19]=[CH:18][C:17](/[CH:27]=[CH:28]/[C:29](=[O:31])[NH:66][S:63]([CH2:58][CH2:59][CH2:60][CH2:61][CH3:62])(=[O:65])=[O:64])=[C:16]([CH:21]=1)[O:15][C:12]1[N:13]=[CH:14][C:9]([NH:8][C:6](=[O:7])[O:5][C:1]([CH3:2])([CH3:3])[CH3:4])=[CH:10][C:11]=1[CH3:32], predict the reactants needed to synthesize it. The reactants are: [C:1]([O:5][C:6]([NH:8][C:9]1[CH:10]=[C:11]([CH3:32])[C:12]([O:15][C:16]2[CH:21]=[C:20]([O:22][CH2:23][CH2:24][O:25][CH3:26])[CH:19]=[CH:18][C:17]=2/[CH:27]=[CH:28]/[C:29]([OH:31])=O)=[N:13][CH:14]=1)=[O:7])([CH3:4])([CH3:3])[CH3:2].CC1C=CC=C([N+]([O-])=O)C=1C(OC(=O)C1C([N+]([O-])=O)=CC=CC=1C)=O.[CH2:58]([S:63]([NH2:66])(=[O:65])=[O:64])[CH2:59][CH2:60][CH2:61][CH3:62].[Cl-].[NH4+]. (6) Given the product [CH2:1]([O:3][C:4](=[O:16])[CH2:5][CH:6]1[CH2:14][CH:13]2[N:9]([C:10](=[O:15])[CH2:11][CH2:12]2)[CH2:8][CH2:7]1)[CH3:2], predict the reactants needed to synthesize it. The reactants are: [CH2:1]([O:3][C:4](=[O:16])/[CH:5]=[C:6]1\[CH2:7][CH2:8][N:9]2[CH:13]([CH2:14]\1)[CH2:12][CH2:11][C:10]2=[O:15])[CH3:2]. (7) Given the product [C:33]([NH:1][CH2:2][CH2:3][CH2:4][N:5]1[C:14]2[C:9](=[N:10][CH:11]=[C:12]([CH2:15][C:16]3[CH:17]=[CH:18][C:19]([F:22])=[CH:20][CH:21]=3)[CH:13]=2)[C:8]([OH:23])=[C:7]([C:24]([NH:26][CH2:27][CH2:28][O:29][CH2:30][CH3:31])=[O:25])[C:6]1=[O:32])(=[O:35])[CH3:34], predict the reactants needed to synthesize it. The reactants are: [NH2:1][CH2:2][CH2:3][CH2:4][N:5]1[C:14]2[C:9](=[N:10][CH:11]=[C:12]([CH2:15][C:16]3[CH:21]=[CH:20][C:19]([F:22])=[CH:18][CH:17]=3)[CH:13]=2)[C:8]([OH:23])=[C:7]([C:24]([NH:26][CH2:27][CH2:28][O:29][CH2:30][CH3:31])=[O:25])[C:6]1=[O:32].[C:33](OC(=O)C)(=[O:35])[CH3:34]. (8) Given the product [CH2:1]([O:3][C:4](=[O:15])[C@H:5]([O:14][CH3:18])[CH2:6][CH2:7][C:8]1[CH:13]=[CH:12][CH:11]=[CH:10][CH:9]=1)[CH3:2], predict the reactants needed to synthesize it. The reactants are: [CH2:1]([O:3][C:4](=[O:15])[C@H:5]([OH:14])[CH2:6][CH2:7][C:8]1[CH:13]=[CH:12][CH:11]=[CH:10][CH:9]=1)[CH3:2].[H-].[Na+].[CH3:18]I.